Task: Predict the reaction yield, written as a fraction of the theoretical maximum amount of product (1.0 means a 100% yield; for example, 0.34 means a 34% yield).. Dataset: Reaction yield outcomes from USPTO patents with 853,638 reactions (1) The reactants are [CH2:1]([N:3]([CH2:11][CH3:12])[C:4]1[CH:9]=[CH:8][C:7]([NH2:10])=[CH:6][CH:5]=1)[CH3:2].[Cl:13][C:14]([O:16][C:17]1[CH:22]=[CH:21][C:20]([N+:23]([O-:25])=[O:24])=[CH:19][CH:18]=1)=[O:15]. The catalyst is C(Cl)Cl. The product is [ClH:13].[N+:23]([C:20]1[CH:19]=[CH:18][C:17]([O:16][C:14](=[O:15])[NH:10][C:7]2[CH:8]=[CH:9][C:4]([N:3]([CH2:1][CH3:2])[CH2:11][CH3:12])=[CH:5][CH:6]=2)=[CH:22][CH:21]=1)([O-:25])=[O:24]. The yield is 0.820. (2) The reactants are [CH:1]([O:4][C:5]([O:7][C:8]1[CH:9]=[C:10]([CH2:21][C@H:22]([NH:38]C(OC(C)(C)C)=O)[C:23]([O:25][C@H:26]([CH3:37])[CH2:27][O:28][C:29]([C:31]2[CH:36]=[CH:35][CH:34]=[CH:33][CH:32]=2)=[O:30])=[O:24])[CH:11]=[CH:12][C:13]=1[O:14][C:15]([O:17][CH:18]([CH3:20])[CH3:19])=[O:16])=[O:6])([CH3:3])[CH3:2].[ClH:46]. The catalyst is O1CCOCC1. The yield is 1.00. The product is [ClH:46].[NH2:38][C@@H:22]([CH2:21][C:10]1[CH:11]=[CH:12][C:13]([O:14][C:15]([O:17][CH:18]([CH3:20])[CH3:19])=[O:16])=[C:8]([O:7][C:5]([O:4][CH:1]([CH3:3])[CH3:2])=[O:6])[CH:9]=1)[C:23]([O:25][C@H:26]([CH3:37])[CH2:27][O:28][C:29]([C:31]1[CH:36]=[CH:35][CH:34]=[CH:33][CH:32]=1)=[O:30])=[O:24]. (3) The reactants are [CH3:1][O:2][C:3](=[O:13])[CH:4]=[CH:5][C:6]1[CH:7]=[N:8][C:9](Br)=[CH:10][CH:11]=1.[NH:14]1[CH2:19][CH2:18]C[CH2:16][CH2:15]1.CC[O:22]C(C)=O. No catalyst specified. The product is [CH3:1][O:2][C:3](=[O:13])[CH:4]=[CH:5][C:6]1[CH:7]=[N:8][C:9]([N:14]2[CH2:19][CH2:18][O:22][CH2:16][CH2:15]2)=[CH:10][CH:11]=1. The yield is 0.210. (4) The reactants are [CH3:1][O:2][C:3]1[CH:4]=[C:5]([S:11][CH2:12][CH2:13][C:14](OC)=O)[CH:6]=[N:7][C:8]=1[O:9][CH3:10].CC(C)([O-])C.[K+].BrC[C:26]1C=C[CH:29]=[C:28]([Cl:32])[CH:27]=1. The catalyst is C1COCC1. The product is [Cl:32][C:28]1[CH:29]=[C:13]([CH:14]=[CH:26][CH:27]=1)[CH2:12][S:11][C:5]1[CH:4]=[C:3]([O:2][CH3:1])[C:8]([O:9][CH3:10])=[N:7][CH:6]=1. The yield is 0.820.